Dataset: Reaction yield outcomes from USPTO patents with 853,638 reactions. Task: Predict the reaction yield, written as a fraction of the theoretical maximum amount of product (1.0 means a 100% yield; for example, 0.34 means a 34% yield). The reactants are BrN1C(=O)CCC1=O.N(C(C)(C)C#N)=NC(C)(C)C#N.[F:21][C:22]1[CH:27]=[CH:26][C:25]([F:28])=[CH:24][C:23]=1[CH:29]([OH:37])[C:30]1[CH:35]=[CH:34][C:33]([CH3:36])=[CH:32][N:31]=1.S([O-])([O-])(=O)=S.[Na+].[Na+].[C:45]([O-:48])(=[O:47])[CH3:46].[Na+]. The catalyst is C(Cl)(Cl)(Cl)Cl.C(OCC)(=O)C. The product is [C:45]([O:48][CH2:36][C:33]1[CH:32]=[N:31][C:30]([C:29]([C:23]2[CH:24]=[C:25]([F:28])[CH:26]=[CH:27][C:22]=2[F:21])=[O:37])=[CH:35][CH:34]=1)(=[O:47])[CH3:46]. The yield is 0.180.